From a dataset of Forward reaction prediction with 1.9M reactions from USPTO patents (1976-2016). Predict the product of the given reaction. Given the reactants Cl.[F:2][C:3]1[CH:11]=[CH:10][CH:9]=[CH:8][C:4]=1[CH2:5][NH:6][NH2:7].C([O-])(=O)C.[Na+].[C:17]([O:21][CH2:22][CH3:23])(=[O:20])[CH:18]=O, predict the reaction product. The product is: [F:2][C:3]1[CH:11]=[CH:10][CH:9]=[CH:8][C:4]=1[CH2:5][NH:6][N:7]=[CH:18][C:17]([O:21][CH2:22][CH3:23])=[O:20].